Dataset: Forward reaction prediction with 1.9M reactions from USPTO patents (1976-2016). Task: Predict the product of the given reaction. (1) Given the reactants N[C@@H]1CCN(C2N=C3C(N=CN3[C@@H]3C[C@H](N4N=NC(CC)=N4)[C@@H](O)[C@H]3O)=C(NCC(C3C=CC=CC=3)C3C=CC=CC=3)N=2)C1.[ClH:45].[C:46]1([CH:52]([C:94]2[CH:99]=[CH:98][CH:97]=[CH:96][CH:95]=2)[CH2:53][NH:54][C:55]2[N:63]=[C:62]([N:64]3[CH2:68][CH2:67][C@@H:66]([NH:69][C:70](NCC4C=CC=CN=4)=[O:71])[CH2:65]3)[N:61]=[C:60]3[C:56]=2[N:57]=[CH:58][N:59]3[C@@H:80]2[CH2:84][C@H:83]([N:85]3[N:89]=[N:88][C:87]([CH2:90][CH3:91])=[N:86]3)[C@@H:82]([OH:92])[C@H:81]2[OH:93])[CH:51]=[CH:50][CH:49]=[CH:48][CH:47]=1.[NH2:100][CH2:101][C:102]1[CH:103]=[C:104]([OH:108])[CH:105]=[CH:106][CH:107]=1, predict the reaction product. The product is: [ClH:45].[C:94]1([CH:52]([C:46]2[CH:47]=[CH:48][CH:49]=[CH:50][CH:51]=2)[CH2:53][NH:54][C:55]2[N:63]=[C:62]([N:64]3[CH2:68][CH2:67][C@@H:66]([NH:69][C:70]([NH:100][CH2:101][C:102]4[CH:107]=[CH:106][CH:105]=[C:104]([OH:108])[CH:103]=4)=[O:71])[CH2:65]3)[N:61]=[C:60]3[C:56]=2[N:57]=[CH:58][N:59]3[C@@H:80]2[CH2:84][C@H:83]([N:85]3[N:89]=[N:88][C:87]([CH2:90][CH3:91])=[N:86]3)[C@@H:82]([OH:92])[C@H:81]2[OH:93])[CH:99]=[CH:98][CH:97]=[CH:96][CH:95]=1. (2) Given the reactants Cl.[NH:2]1[CH2:7][CH2:6][CH:5]([CH2:8][CH2:9][N:10]2[C:18]3([CH2:20][CH2:19]3)[C:17]3[CH:16]=[C:15]4[O:21][CH2:22][O:23][C:14]4=[CH:13][C:12]=3[C:11]2=[O:24])[CH2:4][CH2:3]1.Br.Br[CH2:27][C:28]1[N:29]=[N:30][CH:31]=[CH:32][CH:33]=1, predict the reaction product. The product is: [N:30]1[CH:31]=[CH:32][CH:33]=[C:28]([CH2:27][N:2]2[CH2:7][CH2:6][CH:5]([CH2:8][CH2:9][N:10]3[C:18]4([CH2:20][CH2:19]4)[C:17]4[CH:16]=[C:15]5[O:21][CH2:22][O:23][C:14]5=[CH:13][C:12]=4[C:11]3=[O:24])[CH2:4][CH2:3]2)[N:29]=1. (3) Given the reactants N(C1N=NC(C2C=CC=CC=2)=CN=1)N.[NH:15]([C:17]1[N:18]=[N:19][C:20]([C:23]2[S:24][CH:25]=[CH:26][CH:27]=2)=[CH:21][N:22]=1)[NH2:16].N1C2C(=CC(CC(O)=O)=CC=2)C=CC=1.[CH3:42][O:43][C:44]1[CH:53]=[C:52]2[C:47]([C:48]([O:54][CH2:55][C:56](O)=[O:57])=[CH:49][CH:50]=[N:51]2)=[CH:46][CH:45]=1, predict the reaction product. The product is: [S:24]1[CH:25]=[CH:26][CH:27]=[C:23]1[C:20]1[N:19]=[N:18][C:17]([NH:15][NH:16][C:56](=[O:57])[CH2:55][O:54][C:48]2[C:47]3[C:52](=[CH:53][C:44]([O:43][CH3:42])=[CH:45][CH:46]=3)[N:51]=[CH:50][CH:49]=2)=[N:22][CH:21]=1. (4) The product is: [CH2:36]([C:2]1[CH:7]=[CH:6][C:5]([C:8]2[N:13]=[CH:12][C:11]([CH2:14][N:15]3[CH:20]=[C:19]4[N:21]=[C:22]([C:24]5[CH:29]=[CH:28][CH:27]=[C:26]([F:30])[C:25]=5[F:31])[N:23]=[C:18]4[CH:17]=[N:16]3)=[CH:10][CH:9]=2)=[CH:4][C:3]=1[C:32]([F:34])([F:33])[F:35])[CH2:37][CH2:38][CH3:39]. Given the reactants Br[C:2]1[CH:7]=[CH:6][C:5]([C:8]2[N:13]=[CH:12][C:11]([CH2:14][N:15]3[CH:20]=[C:19]4[N:21]=[C:22]([C:24]5[CH:29]=[CH:28][CH:27]=[C:26]([F:30])[C:25]=5[F:31])[N:23]=[C:18]4[CH:17]=[N:16]3)=[CH:10][CH:9]=2)=[CH:4][C:3]=1[C:32]([F:35])([F:34])[F:33].[CH2:36](B(O)O)[CH2:37][CH2:38][CH3:39].C(=O)([O-])[O-].[K+].[K+].C1(C)C=CC=CC=1, predict the reaction product.